Task: Predict the product of the given reaction.. Dataset: Forward reaction prediction with 1.9M reactions from USPTO patents (1976-2016) (1) Given the reactants [F:1][C:2]1[CH:7]=[CH:6][CH:5]=[CH:4][C:3]=1[CH:8]([C:23]1[CH:28]=[CH:27][C:26]([F:29])=[CH:25][CH:24]=1)[O:9][C:10]1[CH:19]=[CH:18][C:17]([N+:20]([O-])=O)=[CH:16][C:11]=1[C:12]([O:14][CH3:15])=[O:13], predict the reaction product. The product is: [NH2:20][C:17]1[CH:18]=[CH:19][C:10]([O:9][CH:8]([C:3]2[CH:4]=[CH:5][CH:6]=[CH:7][C:2]=2[F:1])[C:23]2[CH:28]=[CH:27][C:26]([F:29])=[CH:25][CH:24]=2)=[C:11]([CH:16]=1)[C:12]([O:14][CH3:15])=[O:13]. (2) The product is: [O:3]1[CH2:7][CH2:6][C@@H:5]([NH:8][C:9]2[N:14]=[C:13]([C:15]([F:17])([F:16])[F:18])[C:12]([C:19]([OH:21])=[O:20])=[CH:11][N:10]=2)[CH2:4]1. Given the reactants [OH-].[Na+].[O:3]1[CH2:7][CH2:6][C@@H:5]([NH:8][C:9]2[N:14]=[C:13]([C:15]([F:18])([F:17])[F:16])[C:12]([C:19]([O:21]C)=[O:20])=[CH:11][N:10]=2)[CH2:4]1, predict the reaction product. (3) Given the reactants [CH:1]1([CH2:4][O:5][C:6]2[N:11]=[C:10]([C:12]([OH:14])=O)[CH:9]=[N:8][C:7]=2[N:15]2[CH2:18][C:17]([F:20])([F:19])[CH2:16]2)[CH2:3][CH2:2]1.[NH2:21][C@@H:22]([C:26]1[CH:31]=[CH:30][CH:29]=[CH:28][CH:27]=1)[C:23]([NH2:25])=[O:24], predict the reaction product. The product is: [C:23]([C@@H:22]([NH:21][C:12]([C:10]1[CH:9]=[N:8][C:7]([N:15]2[CH2:18][C:17]([F:20])([F:19])[CH2:16]2)=[C:6]([O:5][CH2:4][CH:1]2[CH2:2][CH2:3]2)[N:11]=1)=[O:14])[C:26]1[CH:27]=[CH:28][CH:29]=[CH:30][CH:31]=1)(=[O:24])[NH2:25]. (4) Given the reactants [ClH:1].CC(C)(C)C(O[NH:7][C@@H:8]1[C:14](=[O:15])[NH:13][C:12]2[CH:16]=[CH:17][CH:18]=[C:19]([C:20]3[CH:25]=[CH:24][CH:23]=[CH:22][CH:21]=3)[C:11]=2[S:10][CH2:9]1)=O, predict the reaction product. The product is: [ClH:1].[NH2:7][C@@H:8]1[C:14](=[O:15])[NH:13][C:12]2[CH:16]=[CH:17][CH:18]=[C:19]([C:20]3[CH:21]=[CH:22][CH:23]=[CH:24][CH:25]=3)[C:11]=2[S:10][CH2:9]1.